Dataset: NCI-60 drug combinations with 297,098 pairs across 59 cell lines. Task: Regression. Given two drug SMILES strings and cell line genomic features, predict the synergy score measuring deviation from expected non-interaction effect. (1) Drug 1: COC1=NC(=NC2=C1N=CN2C3C(C(C(O3)CO)O)O)N. Drug 2: C1CN(CCN1C(=O)CCBr)C(=O)CCBr. Cell line: MDA-MB-435. Synergy scores: CSS=2.83, Synergy_ZIP=-2.43, Synergy_Bliss=-1.56, Synergy_Loewe=-1.40, Synergy_HSA=-0.491. (2) Drug 1: C1=C(C(=O)NC(=O)N1)N(CCCl)CCCl. Drug 2: C1=NC2=C(N1)C(=S)N=C(N2)N. Cell line: MDA-MB-435. Synergy scores: CSS=11.1, Synergy_ZIP=-5.95, Synergy_Bliss=1.41, Synergy_Loewe=-12.5, Synergy_HSA=0.294. (3) Drug 1: C1=CC(=CC=C1CCCC(=O)O)N(CCCl)CCCl. Drug 2: C(CC(=O)O)C(=O)CN.Cl. Cell line: NCI-H322M. Synergy scores: CSS=4.26, Synergy_ZIP=-5.49, Synergy_Bliss=-13.7, Synergy_Loewe=-25.8, Synergy_HSA=-15.8. (4) Drug 1: C1CN1C2=NC(=NC(=N2)N3CC3)N4CC4. Drug 2: C1C(C(OC1N2C=NC3=C2NC=NCC3O)CO)O. Cell line: SK-MEL-5. Synergy scores: CSS=45.6, Synergy_ZIP=-1.30, Synergy_Bliss=-2.51, Synergy_Loewe=-7.66, Synergy_HSA=-1.92. (5) Cell line: PC-3. Drug 1: CN(C)C1=NC(=NC(=N1)N(C)C)N(C)C. Drug 2: CC(C)NC(=O)C1=CC=C(C=C1)CNNC.Cl. Synergy scores: CSS=-7.08, Synergy_ZIP=1.54, Synergy_Bliss=-2.12, Synergy_Loewe=-5.84, Synergy_HSA=-5.42. (6) Drug 1: C1=CN(C(=O)N=C1N)C2C(C(C(O2)CO)O)O.Cl. Drug 2: C1C(C(OC1N2C=NC(=NC2=O)N)CO)O. Cell line: MDA-MB-435. Synergy scores: CSS=21.6, Synergy_ZIP=-0.985, Synergy_Bliss=2.41, Synergy_Loewe=-3.43, Synergy_HSA=0.991.